From a dataset of NCI-60 drug combinations with 297,098 pairs across 59 cell lines. Regression. Given two drug SMILES strings and cell line genomic features, predict the synergy score measuring deviation from expected non-interaction effect. (1) Cell line: DU-145. Drug 1: CS(=O)(=O)C1=CC(=C(C=C1)C(=O)NC2=CC(=C(C=C2)Cl)C3=CC=CC=N3)Cl. Drug 2: C1CCC(CC1)NC(=O)N(CCCl)N=O. Synergy scores: CSS=11.8, Synergy_ZIP=-0.880, Synergy_Bliss=2.74, Synergy_Loewe=-0.752, Synergy_HSA=0.287. (2) Drug 1: COC1=CC(=CC(=C1O)OC)C2C3C(COC3=O)C(C4=CC5=C(C=C24)OCO5)OC6C(C(C7C(O6)COC(O7)C8=CC=CS8)O)O. Drug 2: C#CCC(CC1=CN=C2C(=N1)C(=NC(=N2)N)N)C3=CC=C(C=C3)C(=O)NC(CCC(=O)O)C(=O)O. Cell line: HT29. Synergy scores: CSS=39.3, Synergy_ZIP=-6.55, Synergy_Bliss=-8.08, Synergy_Loewe=-4.99, Synergy_HSA=-5.11. (3) Drug 1: C1CN1P(=S)(N2CC2)N3CC3. Drug 2: CC1=C(C(=CC=C1)Cl)NC(=O)C2=CN=C(S2)NC3=CC(=NC(=N3)C)N4CCN(CC4)CCO. Cell line: MCF7. Synergy scores: CSS=13.4, Synergy_ZIP=-1.62, Synergy_Bliss=0.935, Synergy_Loewe=-2.15, Synergy_HSA=-1.72. (4) Drug 1: CS(=O)(=O)C1=CC(=C(C=C1)C(=O)NC2=CC(=C(C=C2)Cl)C3=CC=CC=N3)Cl. Drug 2: C1C(C(OC1N2C=C(C(=O)NC2=O)F)CO)O. Cell line: M14. Synergy scores: CSS=3.68, Synergy_ZIP=-8.62, Synergy_Bliss=-2.31, Synergy_Loewe=-32.9, Synergy_HSA=-5.26. (5) Drug 1: CC1=C2C(C(=O)C3(C(CC4C(C3C(C(C2(C)C)(CC1OC(=O)C(C(C5=CC=CC=C5)NC(=O)OC(C)(C)C)O)O)OC(=O)C6=CC=CC=C6)(CO4)OC(=O)C)OC)C)OC. Drug 2: CC(C)(C#N)C1=CC(=CC(=C1)CN2C=NC=N2)C(C)(C)C#N. Cell line: SK-MEL-28. Synergy scores: CSS=27.5, Synergy_ZIP=-0.403, Synergy_Bliss=-2.56, Synergy_Loewe=-16.3, Synergy_HSA=-2.14.